From a dataset of Forward reaction prediction with 1.9M reactions from USPTO patents (1976-2016). Predict the product of the given reaction. Given the reactants [CH2:1]([N:8]1[CH2:13][CH2:12][CH:11]([NH2:14])[CH2:10][CH2:9]1)[C:2]1[CH:7]=[CH:6][CH:5]=[CH:4][CH:3]=1.C(N(CC)CC)C.[S:22]([O:26][C:27]1[C:28](=[CH:30][CH:31]=[CH:32][CH:33]=1)[OH:29])(O)(=[O:24])=[O:23].[Cl-].[Na+], predict the reaction product. The product is: [CH2:1]([N:8]1[CH2:13][CH2:12][CH:11]([NH:14][S:22](=[O:23])(=[O:24])[O:26][C:27]2[CH:33]=[CH:32][CH:31]=[CH:30][C:28]=2[OH:29])[CH2:10][CH2:9]1)[C:2]1[CH:3]=[CH:4][CH:5]=[CH:6][CH:7]=1.